Dataset: Experimentally validated miRNA-target interactions with 360,000+ pairs, plus equal number of negative samples. Task: Binary Classification. Given a miRNA mature sequence and a target amino acid sequence, predict their likelihood of interaction. (1) The miRNA is hsa-miR-6083 with sequence CUUAUAUCAGAGGCUGUGGG. The protein sequence of the target gene is MKAAGILTLIGCLVTGAESKIYTRCKLAKIFSRAGLDNYWGFSLGNWICMAYYESGYNTTAQTVLDDGSIDYGIFQINSFAWCRRGKLKENNHCHVACSALVTDDLTDAIICAKKIVKETQGMNYWQGWKKHCEGRDLSDWKKDCEVS. Result: 0 (no interaction). (2) The miRNA is mmu-miR-495-3p with sequence AAACAAACAUGGUGCACUUCUU. The protein sequence of the target gene is MWLLALCLVGLAGAQRGGGGPGGGAPGGPGLGLGSLGEERFPVVNTAYGRVRGVRRELNNEILGPVVQFLGVPYATPPLGARRFQPPEAPASWPGVRNATTLPPACPQNLHGALPAIMLPVWFTDNLEAAATYVQNQSEDCLYLNLYVPTEDGPLTKKRDEATLNPPDTDIRDSGKKPVMLFLHGGSYMEGTGNMFDGSVLAAYGNVIVVTLNYRLGVLGFLSTGDQAAKGNYGLLDQIQALRWLSENIAHFGGDPERITIFGSGAGASCVNLLILSHHSEGLFQKAIAQSGTAISSWSV.... Result: 1 (interaction). (3) Result: 1 (interaction). The protein sequence of the target gene is MAAVVAATALKGRGARNARVLRGILAGATANKASHNRTRALQSHSSPEGKEEPEPLSPELEYIPRKRGKNPMKAVGLAWYSLYTRTWLGYLFYRQQLRRARNRYPKGHSKTQPRLFNGVKVLPIPVLSDNYSYLIIDTQAQLAVAVDPSDPRAVQASIEKEGVTLVAILCTHKHWDHSGGNRDLSRRHRDCRVYGSPQDGIPYLTHPLCHQDVVSVGRLQIRALATPGHTQGHLVYLLDGEPYKGPSCLFSGDLLFLSGCGRTFEGNAETMLSSLDTVLGLGDDTLLWPGHEYAEENLGF.... The miRNA is hsa-miR-215-5p with sequence AUGACCUAUGAAUUGACAGAC. (4) The miRNA is hsa-miR-548ay-5p with sequence AAAAGUAAUUGUGGUUUUUGC. The protein sequence of the target gene is MSKQRGTFSEVSLAQDPKWQQRKPKGNKSSISGTEQEIFQVELNLQNASLNHQGIDKIYDCQGLLPPPEKLTAEVLGIICIVLMATVLKTIVLIPFLEQNNSSPNARTQKARHCGHCPEEWITYSNSCYYIGKERRTWEESLQACASKNSSSLLCIDNEEEMKFLASILPSSWIGVFRNSSHHPWVTINGLAFKHEIKDSDHAERNCAMLHVRGLISDQCGSSRIIRRGFIMLTRLVLNS. Result: 1 (interaction). (5) The miRNA is hsa-miR-802 with sequence CAGUAACAAAGAUUCAUCCUUGU. The protein sequence of the target gene is MTTYRAIPSDGVDLAASCGARVGDVLPGPHTGDYAPLGFWAQNGSMSQPLGESPATATATATATTRPSPTTPAMPKMGVRARVADWPPKREALREHSNPSPSQDTDGTKATKMAHSMRSIQNGQPPTSTPASSGSKAFHRLSRRRSKDVEFQDGWPRSPGRAFLPLRHRSSSEITLSECDAEDAGEPRGARHTGALPLFREYGSTSSIDVQGMPEQSFFDILNEFRSEQPDARGCQALTELLRADPGPHLMGGGGGAKGDSHNGQPAKDSLLPLQPTKEKEKARKKPARGLGGGDTVDSS.... Result: 0 (no interaction). (6) The miRNA is hsa-miR-3118 with sequence UGUGACUGCAUUAUGAAAAUUCU. The protein sequence of the target gene is MLTLQTWLVQALFIFLTTESTGELLDPCGYISPESPVVQLHSNFTAVCVLKEKCMDYFHVNANYIVWKTNHFTIPKEQYTIINRTASSVTFTDIASLNIQLTCNILTFGQLEQNVYGITIISGLPPEKPKNLSCIVNEGKKMRCEWDGGRETHLETNFTLKSEWATHKFADCKAKRDTPTSCTVDYSTVYFVNIEVWVEAENALGKVTSDHINFDPVYKVKPNPPHNLSVINSEELSSILKLTWTNPSIKSVIILKYNIQYRTKDASTWSQIPPEDTASTRSSFTVQDLKPFTEYVFRIR.... Result: 1 (interaction).